From a dataset of Full USPTO retrosynthesis dataset with 1.9M reactions from patents (1976-2016). Predict the reactants needed to synthesize the given product. (1) Given the product [CH2:1]([O:8][C:9]1[CH:14]=[CH:13][N:12]([CH2:28][CH2:29][CH:30]([CH3:32])[CH3:31])[C:11](=[O:15])[CH:10]=1)[C:2]1[CH:3]=[CH:4][CH:5]=[CH:6][CH:7]=1, predict the reactants needed to synthesize it. The reactants are: [CH2:1]([O:8][C:9]1[CH:14]=[CH:13][NH:12][C:11](=[O:15])[CH:10]=1)[C:2]1[CH:7]=[CH:6][CH:5]=[CH:4][CH:3]=1.N12CCCN=C1CCCCC2.Br[CH2:28][CH2:29][CH:30]([CH3:32])[CH3:31]. (2) Given the product [CH3:1][S:2]([N:5]1[CH2:6][CH2:7][N:8]([C:11]2[CH:16]=[CH:15][C:14]([OH:17])=[CH:13][CH:12]=2)[CH2:9][CH2:10]1)(=[O:3])=[O:4], predict the reactants needed to synthesize it. The reactants are: [CH3:1][S:2]([N:5]1[CH2:10][CH2:9][N:8]([C:11]2[CH:16]=[CH:15][C:14]([O:17]S(C)(=O)=O)=[CH:13][CH:12]=2)[CH2:7][CH2:6]1)(=[O:4])=[O:3].[OH-].[Na+]. (3) Given the product [CH3:18][N:17]1[C:15]2=[N:16][C:11]([O:7][C:1]3[CH:6]=[CH:5][CH:4]=[CH:3][CH:2]=3)=[CH:12][CH:13]=[C:14]2[N:19]=[C:22]1[CH2:23][OH:24], predict the reactants needed to synthesize it. The reactants are: [C:1]1([OH:7])[CH:6]=[CH:5][CH:4]=[CH:3][CH:2]=1.[H-].[Na+].Cl[C:11]1[N:16]=[C:15]([NH:17][CH3:18])[C:14]([N+:19]([O-])=O)=[CH:13][CH:12]=1.[C:22](O)(=O)[CH2:23][OH:24].C(=O)(O)[O-].[Na+].